This data is from Full USPTO retrosynthesis dataset with 1.9M reactions from patents (1976-2016). The task is: Predict the reactants needed to synthesize the given product. Given the product [NH2:25][C:22]1[CH:23]=[CH:24][C:19]([S:18][C:10]2[N:9]=[C:8]([NH:7][C:4]3[NH:5][N:6]=[C:2]([CH3:1])[CH:3]=3)[CH:13]=[C:12]([N:14]3[CH2:15][CH2:16][CH2:17]3)[N:11]=2)=[CH:20][CH:21]=1, predict the reactants needed to synthesize it. The reactants are: [CH3:1][C:2]1[NH:6][N:5]=[C:4]([NH:7][C:8]2[CH:13]=[C:12]([N:14]3[CH2:17][CH2:16][CH2:15]3)[N:11]=[C:10]([S:18][C:19]3[CH:24]=[CH:23][C:22]([NH:25]C(=O)OC(C)(C)C)=[CH:21][CH:20]=3)[N:9]=2)[CH:3]=1.